Regression. Given a target protein amino acid sequence and a drug SMILES string, predict the binding affinity score between them. We predict pKi (pKi = -log10(Ki in M); higher means stronger inhibition). Dataset: bindingdb_ki. From a dataset of Drug-target binding data from BindingDB using Ki measurements. (1) The small molecule is NC(=O)c1ccc[n+](CCC(NC(=O)C2CCC(=O)N2)C(=O)N2CCCC2C(N)=O)c1. The target protein (Q01717) has sequence MENETVSELNQTELPPQVAVALEYQVVTILLVVVICGLGIVGNIMVVLVVMRTKHMRTATNCYLVSLAVADLMVLVAAGLPNITDSIYGSWVYGYVGCLCITYLQYLGINASSCSITAFTIERYIAICHPIKAQFLCTFSRAKKIIIFVWAFTSIYCMLWFFLLDLNISTYKDAIVISCGYKISRNYYSPIYLMDFGVFYVMPMILATVLYGFIARILFLNPIPSDPKENSKTWKNDSTHQNKNMNLNTTNRCFNSTVSSRKQVTKMLAVVVILFALLWMPYRTLVVVNSFLSSPFQENWFLLFCRICIYLNSAINPVIYNLMSQKFRAAFRKLCNCKQKPTEKAANYSVALNYSVIKESDRFSTELDDITVTDTYVSTTKVSFDDTCLASEKNGPSSCTYGYSLTAKQEKI. The pKi is 5.0. (2) The drug is CCOC(=O)CCCn1cnc2c(=O)[nH]c(NCc3ccc(Cl)c(Cl)c3)nc21. The target protein (P10443) has sequence MSEPRFVHLRVHSDYSMIDGLAKTAPLVKKAAALGMPALAITDFTNLCGLVKFYGAGHGAGIKPIVGADFNVQCDLLGDELTHLTVLAANNTGYQNLTLLISKAYQRGYGAAGPIIDRDWLIELNEGLILLSGGRMGDVGRSLLRGNSALVDECVAFYEEHFPDRYFLELIRTGRPDEESYLHAAVELAEARGLPVVATNDVRFIDSSDFDAHEIRVAIHDGFTLDDPKRPRNYSPQQYMRSEEEMCELFADIPEALANTVEIAKRCNVTVRLGEYFLPQFPTGDMSTEDYLVKRAKEGLEERLAFLFPDEEERLKRRPEYDERLETELQVINQMGFPGYFLIVMEFIQWSKDNGVPVGPGRGSGAGSLVAYALKITDLDPLEFDLLFERFLNPERVSMPDFDVDFCMEKRDQVIEHVADMYGRDAVSQIITFGTMAAKAVIRDVGRVLGHPYGFVDRISKLIPPDPGMTLAKAFEAEPQLPEIYEADEEVKALIDMARK.... The pKi is 3.7. (3) The drug is CC(=O)C1CCC2C3CC[C@H]4C[C@H](O)CC[C@]4(C)C3CC[C@]12C. The target protein sequence is MITTQMWHFYVTRVGLLLLISILPGTTGQGESRRQEPGDFVKQDIGGLSPKHAPDIPDDSTDNITIFTRILDRLLDGYDNRLRPGLGDAVTEVKTDIYVTSFGPVSDTDMEYTIDVFFRQTWHDERLKFDGPMKILPLNNLLASKIWTPDTFFHNGKKSVAHNMTTPNKLLRLVDNGTLLYTMRLTIHAECPMHLEDFPMDVHACPLKFGSYAYTKAEVIYSWTLGKNKSVEVAQDGSRLNQYDLLGHVVGTEIIRSSTGEYVVMTTHFHLKRKIGYFVIQTYLPCIMTVILSQVSFWLNRESVPARTVFGVTTVLTMTTLSISARNSLPKVAYATAMDWFMAVCYAFVFSALIEFATVNYFTKRSWAWEGKKVPEALEMKKKTPAAPTKKTSTTFNIVGTTYPINLALDTEFSTISKAAAAPSASSTPTVIASPKTTYVQDSPAETKTYNSVSKVDKISRIIFPVLFAIFNLVYWATYVNRESAIKGMIRKQ. The pKi is 7.7. (4) The drug is O=C(O)c1cc(OP(=O)([O-])O)cc(OP(=O)([O-])O)c1. The target protein (P0A6D3) has sequence MESLTLQPIARVDGTINLPGSKSVSNRALLLAALAHGKTVLTNLLDSDDVRHMLNALTALGVSYTLSADRTRCEIIGNGGPLHAEGALELFLGNAGTAMRPLAAALCLGSNDIVLTGEPRMKERPIGHLVDALRLGGAKITYLEQENYPPLRLQGGFTGGNVDVDGSVSSQFLTALLMTAPLAPEDTVIRIKGDLVSKPYIDITLNLMKTFGVEIENQHYQQFVVKGGQSYQSPGTYLVEGDASSASYFLAAAAIKGGTVKVTGIGRNSMQGDIRFADVLEKMGATICWGDDYISCTRGELNAIDMDMNHIPDAAMTIATAALFAKGTTTLRNIYNWRVKETDRLFAMATELRKVGAEVEEGHDYIRITPPEKLNFAEIATYNDHRMAMCFSLVALSDTPVTILDPKCTAKTFPDYFEQLARISQAA. The pKi is 6.1. (5) The small molecule is COn1c(NC(C)c2ccc(C(F)(F)F)cc2)nc2c(c1=O)CN(C(=O)c1ccc(Cl)c(C)c1)CC2. The target protein (P49683) has sequence MASSTTRGPRVSDLFSGLPPAVTTPANQSAEASAGNGSVAGADAPAVTPFQSLQLVHQLKGLIVLLYSVVVVVGLVGNCLLVLVIARVRRLHNVTNFLIGNLALSDVLMCTACVPLTLAYAFEPRGWVFGGGLCHLVFFLQPVTVYVSVFTLTTIAVDRYVVLVHPLRRRISLRLSAYAVLAIWALSAVLALPAAVHTYHVELKPHDVRLCEEFWGSQERQRQLYAWGLLLVTYLLPLLVILLSYVRVSVKLRNRVVPGCVTQSQADWDRARRRRTFCLLVVIVVVFAVCWLPLHVFNLLRDLDPHAIDPYAFGLVQLLCHWLAMSSACYNPFIYAWLHDSFREELRKLLVAWPRKIAPHGQNMTVSVVI. The pKi is 7.7. (6) The small molecule is Nc1cc(C(F)(F)F)c(S(N)(=O)=O)cc1S(N)(=O)=O. The target protein sequence is MEVDVVPNTKNYWQSSMCPVNVHWHLGTEHYSVGEYDENGSGPNGNVGVPYRRTLAEGEVQDGFRCHHYDPDDEAYTRPYEWKHCIGMEVGETYEVHWPHSGAGACGTTYQYQTPFYDGVFCNLDMETLQTLAPQDIANAVGVQGQIFTIVNDDTYYYPDLIRGWIVDEEMGMGQDIAMYTGSTTGESRSNEICSSYSPITWQVDRKCHKISASSFDKLCYDMKMQRDDMSDDLYAHGSRELVTPEYVANNQQTRRLTEKHEHNHSHGHSHVRGHQHHQWF. The pKi is 6.1. (7) The compound is CCc1c(-c2ccccc2)c(-c2ccccc2)nn1-c1ccccc1-c1cccc(OCC(=O)O)c1. The pKi is 7.7. The target protein (P12710) has sequence MNFSGKYQLQSQENFEPFMKAIGLPEDLIQKGKDIKGVSEIVHEGKKIKLTITYGPKVVRNEFTLGEECELETMTGEKVKAVVKLEGDNKMVTTFKGIKSVTELNGDTITNTMTLGDIVYKRVSKRI.